Dataset: Forward reaction prediction with 1.9M reactions from USPTO patents (1976-2016). Task: Predict the product of the given reaction. (1) Given the reactants [CH3:1][C:2]1[NH:7][C:6](=[O:8])[NH:5][C:4](=[O:9])[CH:3]=1.[OH-:10].[Na+].[CH2:12]=O, predict the reaction product. The product is: [OH:10][CH2:12][C:3]1[C:4]([OH:9])=[N:5][C:6]([OH:8])=[N:7][C:2]=1[CH3:1]. (2) Given the reactants F[P-](F)(F)(F)(F)F.N1(O[P+](N(C)C)(N(C)C)N(C)C)C2C=CC=CC=2N=N1.[Cl:28][C:29]1[CH:30]=[C:31]([N:35]2[C:39]([C:40]([F:43])([F:42])[F:41])=[C:38]([C:44]([OH:46])=O)[CH:37]=[N:36]2)[CH:32]=[CH:33][CH:34]=1.[F:47][C:48]([F:58])([F:57])[C:49]1[CH:50]=[C:51]([CH:54]=[CH:55][CH:56]=1)[CH2:52][NH2:53].C(N(CC)CC)C, predict the reaction product. The product is: [F:47][C:48]([F:57])([F:58])[C:49]1[CH:50]=[C:51]([CH:54]=[CH:55][CH:56]=1)[CH2:52][NH:53][C:44]([C:38]1[CH:37]=[N:36][N:35]([C:31]2[CH:32]=[CH:33][CH:34]=[C:29]([Cl:28])[CH:30]=2)[C:39]=1[C:40]([F:41])([F:42])[F:43])=[O:46]. (3) Given the reactants [CH3:1][C:2]1[C:3]([CH2:19][S:20][C:21]2[NH:25][C:24]3[CH:26]=[CH:27][CH:28]=[CH:29][C:23]=3[N:22]=2)=[N:4][CH:5]=[CH:6][C:7]=1[O:8][CH2:9][CH2:10][C:11]1([CH2:16][CH2:17][CH3:18])[O:15][CH2:14][CH2:13][O:12]1.ClC1C=CC=C(C(OO)=[O:38])C=1.C(=O)([O-])O.[Na+].C(OCC)(=O)C, predict the reaction product. The product is: [CH3:1][C:2]1[C:3]([CH2:19][S:20]([C:21]2[NH:22][C:23]3[CH:29]=[CH:28][CH:27]=[CH:26][C:24]=3[N:25]=2)=[O:38])=[N:4][CH:5]=[CH:6][C:7]=1[O:8][CH2:9][CH2:10][C:11]1([CH2:16][CH2:17][CH3:18])[O:12][CH2:13][CH2:14][O:15]1. (4) Given the reactants FC(F)(F)C(O)=O.[NH:8]1[C:16]2[C:11](=[CH:12][C:13]([O:17][CH:18]3[CH2:23][CH2:22][N:21](C(OC(C)(C)C)=O)[CH2:20][CH2:19]3)=[CH:14][CH:15]=2)[CH:10]=[N:9]1, predict the reaction product. The product is: [NH:21]1[CH2:20][CH2:19][CH:18]([O:17][C:13]2[CH:12]=[C:11]3[C:16](=[CH:15][CH:14]=2)[NH:8][N:9]=[CH:10]3)[CH2:23][CH2:22]1. (5) Given the reactants [N:1]1[CH:6]=[CH:5][CH:4]=[CH:3][C:2]=1[NH2:7].[N:8]1[C:17]2[C:12](=[CH:13][CH:14]=[CH:15][CH:16]=2)[N:11]=[CH:10][C:9]=1[C:18](O)=[O:19], predict the reaction product. The product is: [N:1]1[CH:6]=[CH:5][CH:4]=[CH:3][C:2]=1[NH:7][C:18]([C:9]1[CH:10]=[N:11][C:12]2[C:17](=[CH:16][CH:15]=[CH:14][CH:13]=2)[N:8]=1)=[O:19].